From a dataset of Catalyst prediction with 721,799 reactions and 888 catalyst types from USPTO. Predict which catalyst facilitates the given reaction. Reactant: [CH:1]1([CH:7]([O:14][CH3:15])[C:8](N(OC)C)=[O:9])[CH2:6][CH2:5][CH2:4][CH2:3][CH2:2]1.[CH3:16][Mg+].[Br-]. Product: [CH:1]1([CH:7]([O:14][CH3:15])[C:8](=[O:9])[CH3:16])[CH2:2][CH2:3][CH2:4][CH2:5][CH2:6]1. The catalyst class is: 1.